Predict the product of the given reaction. From a dataset of Forward reaction prediction with 1.9M reactions from USPTO patents (1976-2016). (1) The product is: [F:19][C:18]([F:21])([F:20])[C:15]1[CH:16]=[CH:17][C:12]([O:11][C:8]2[CH:9]=[CH:10][C:5]([O:4][C:2]([N:34]3[CH2:35][CH2:36][CH:31]([CH2:30][N:29]([CH:23]4[CH2:24][CH2:25][CH2:26][CH2:27][CH2:28]4)[CH3:37])[CH2:32][CH2:33]3)=[O:3])=[CH:6][CH:7]=2)=[N:13][CH:14]=1. Given the reactants Cl[C:2]([O:4][C:5]1[CH:10]=[CH:9][C:8]([O:11][C:12]2[CH:17]=[CH:16][C:15]([C:18]([F:21])([F:20])[F:19])=[CH:14][N:13]=2)=[CH:7][CH:6]=1)=[O:3].Cl.[CH:23]1([N:29]([CH3:37])[CH2:30][CH:31]2[CH2:36][CH2:35][NH:34][CH2:33][CH2:32]2)[CH2:28][CH2:27][CH2:26][CH2:25][CH2:24]1.C(NC(C)C)(C)C, predict the reaction product. (2) The product is: [C:19]([SiH2:18][O:17][C:16]([CH3:24])([CH3:23])[C:13]1[CH:14]=[CH:15][C:10]([C:8]([C:4]2[CH:5]=[N:6][CH:7]=[C:2]([CH:3]=2)[C:26]#[N:27])=[O:9])=[CH:11][CH:12]=1)([CH3:22])([CH3:21])[CH3:20]. Given the reactants Br[C:2]1[CH:3]=[C:4]([C:8]([C:10]2[CH:15]=[CH:14][C:13]([C:16]([CH3:24])([CH3:23])[O:17][SiH2:18][C:19]([CH3:22])([CH3:21])[CH3:20])=[CH:12][CH:11]=2)=[O:9])[CH:5]=[N:6][CH:7]=1.O.[CH3:26][N:27](C)C=O, predict the reaction product. (3) Given the reactants [N:1]([CH:4]([C:6]1[N:7]=[C:8]2[S:23][CH:22]=[C:21]([CH3:24])[N:9]2[C:10](=[O:20])[C:11]=1[C:12]1[CH:17]=[C:16]([F:18])[CH:15]=[C:14]([F:19])[CH:13]=1)[CH3:5])=[N+]=[N-].CP(C)C.CCOC(C)=O, predict the reaction product. The product is: [NH2:1][CH:4]([C:6]1[N:7]=[C:8]2[S:23][CH:22]=[C:21]([CH3:24])[N:9]2[C:10](=[O:20])[C:11]=1[C:12]1[CH:17]=[C:16]([F:18])[CH:15]=[C:14]([F:19])[CH:13]=1)[CH3:5]. (4) The product is: [O:1]=[C:2]1[C:10]2[C:5](=[CH:6][CH:7]=[CH:8][CH:9]=2)[C:4](=[O:11])[N:3]1[C@H:12]([CH2:16][CH2:17][S:18]([CH3:19])=[O:20])[C:13]([OH:15])=[O:14]. Given the reactants [O:1]=[C:2]1[C:10]2[C:5](=[CH:6][CH:7]=[CH:8][CH:9]=2)[C:4](=[O:11])[N:3]1[C@H:12]([CH2:16][CH2:17][S:18][CH3:19])[C:13]([OH:15])=[O:14].[OH:20]O, predict the reaction product. (5) Given the reactants [CH3:1][O:2][C:3](=[O:19])[NH:4][C:5]1[O:6][C:7]2[C:13]([N+:14]([O-])=O)=[CH:12][CH:11]=[C:10]([O:17][CH3:18])[C:8]=2[N:9]=1, predict the reaction product. The product is: [CH3:1][O:2][C:3](=[O:19])[NH:4][C:5]1[O:6][C:7]2[C:13]([NH2:14])=[CH:12][CH:11]=[C:10]([O:17][CH3:18])[C:8]=2[N:9]=1. (6) The product is: [C:8]([C:10]1[CH:11]=[C:12]([C:13]2[O:14][CH:2]=[N:1][C:3]=2[C:4]([O:6][CH3:7])=[O:5])[CH:16]=[CH:17][CH:18]=1)#[N:9]. Given the reactants [N+:1]([CH2:3][C:4]([O:6][CH3:7])=[O:5])#[C-:2].[C:8]([C:10]1[CH:11]=[C:12]([CH:16]=[CH:17][CH:18]=1)[C:13](Cl)=[O:14])#[N:9].C(N(CC)CC)C, predict the reaction product.